From a dataset of Reaction yield outcomes from USPTO patents with 853,638 reactions. Predict the reaction yield, written as a fraction of the theoretical maximum amount of product (1.0 means a 100% yield; for example, 0.34 means a 34% yield). (1) The reactants are [Br:1][C:2]1[CH:23]=[C:22](/[CH:24]=[CH:25]/[CH:26]([C:31]2[CH:36]=[C:35]([Cl:37])[C:34]([Cl:38])=[C:33]([Cl:39])[CH:32]=2)[C:27]([F:30])([F:29])[F:28])[CH:21]=[CH:20][C:3]=1[C:4]([NH:6][CH:7]1[CH2:12][CH2:11][N:10](C(OC(C)(C)C)=O)[CH2:9][CH2:8]1)=[O:5]. The catalyst is Cl.O1CCOCC1. The product is [Br:1][C:2]1[CH:23]=[C:22](/[CH:24]=[CH:25]/[CH:26]([C:31]2[CH:32]=[C:33]([Cl:39])[C:34]([Cl:38])=[C:35]([Cl:37])[CH:36]=2)[C:27]([F:30])([F:28])[F:29])[CH:21]=[CH:20][C:3]=1[C:4]([NH:6][CH:7]1[CH2:12][CH2:11][NH:10][CH2:9][CH2:8]1)=[O:5]. The yield is 0.880. (2) The reactants are [C:1]1([C:7]2[NH:11][CH:10]=[C:9]([CH:12]=[O:13])[CH:8]=2)[CH:6]=[CH:5][CH:4]=[CH:3][CH:2]=1.[H-].[Na+].C1OCCOCCOCCOCCOC1.[Cl:31][C:32]1[N:37]=[CH:36][C:35]([S:38](Cl)(=[O:40])=[O:39])=[CH:34][CH:33]=1. The catalyst is O1CCCC1.C(OCC)(=O)C. The product is [Cl:31][C:32]1[N:37]=[CH:36][C:35]([S:38]([N:11]2[C:7]([C:1]3[CH:6]=[CH:5][CH:4]=[CH:3][CH:2]=3)=[CH:8][C:9]([CH:12]=[O:13])=[CH:10]2)(=[O:40])=[O:39])=[CH:34][CH:33]=1. The yield is 0.730.